Dataset: Full USPTO retrosynthesis dataset with 1.9M reactions from patents (1976-2016). Task: Predict the reactants needed to synthesize the given product. (1) Given the product [ClH:24].[ClH:24].[CH3:1][C@H:2]1[C:10]2[C:9]([N:11]3[CH2:16][CH2:15][NH:14][CH2:13][CH2:12]3)=[N:8][CH:7]=[N:6][C:5]=2[CH2:4][CH2:3]1, predict the reactants needed to synthesize it. The reactants are: [CH3:1][C@H:2]1[C:10]2[C:9]([N:11]3[CH2:16][CH2:15][N:14](C(OC(C)(C)C)=O)[CH2:13][CH2:12]3)=[N:8][CH:7]=[N:6][C:5]=2[CH2:4][CH2:3]1.[ClH:24]. (2) Given the product [Br:17][C:18]1[CH:31]=[CH:30][C:21]([O:22][CH2:23][CH2:24][O:14][C:13]2[C:8]([Cl:7])=[CH:9][C:10]([CH3:16])=[CH:11][C:12]=2[Cl:15])=[CH:20][CH:19]=1, predict the reactants needed to synthesize it. The reactants are: C([O-])([O-])=O.[K+].[K+].[Cl:7][C:8]1[C:13]([OH:14])=[C:12]([Cl:15])[CH:11]=[C:10]([CH3:16])[CH:9]=1.[Br:17][C:18]1[CH:31]=[CH:30][C:21]([O:22][CH2:23][CH2:24]OS(C)(=O)=O)=[CH:20][CH:19]=1.